This data is from Reaction yield outcomes from USPTO patents with 853,638 reactions. The task is: Predict the reaction yield, written as a fraction of the theoretical maximum amount of product (1.0 means a 100% yield; for example, 0.34 means a 34% yield). (1) The reactants are [F:1][C:2]1[CH:3]=[C:4]([N+:9]([O-:11])=[O:10])[CH:5]=[CH:6][C:7]=1F.C([O-])([O-])=O.[K+].[K+].[CH2:18]([NH:22][CH2:23][CH:24]([CH3:26])[CH3:25])[CH:19]([CH3:21])[CH3:20]. The catalyst is CS(C)=O.O. The product is [F:1][C:2]1[CH:3]=[C:4]([N+:9]([O-:11])=[O:10])[CH:5]=[CH:6][C:7]=1[N:22]([CH2:23][CH:24]([CH3:26])[CH3:25])[CH2:18][CH:19]([CH3:21])[CH3:20]. The yield is 0.300. (2) The reactants are [N-:1]=[N+:2]=[N-:3].[Na+].[F:5][C:6]1[CH:11]=[CH:10][C:9]([C:12]2[CH:16]=[CH:15][N:14]([CH2:17][CH2:18][CH2:19]OS(C3C=CC(C)=CC=3)(=O)=O)[C:13]=2[C:31]2[CH:36]=[CH:35][N:34]=[CH:33][CH:32]=2)=[CH:8][CH:7]=1.O. The catalyst is CS(C)=O. The product is [N:1]([CH2:19][CH2:18][CH2:17][N:14]1[CH:15]=[CH:16][C:12]([C:9]2[CH:8]=[CH:7][C:6]([F:5])=[CH:11][CH:10]=2)=[C:13]1[C:31]1[CH:36]=[CH:35][N:34]=[CH:33][CH:32]=1)=[N+:2]=[N-:3]. The yield is 0.110.